From a dataset of Forward reaction prediction with 1.9M reactions from USPTO patents (1976-2016). Predict the product of the given reaction. (1) Given the reactants Br[C:2]1[N:7]=[C:6]([O:8][C@@H:9]([C@H:11]2[CH2:15][NH:14][C:13](=[O:16])[CH2:12]2)[CH3:10])[C:5]2[N:17]([CH:20]3[CH2:22][CH2:21]3)[CH:18]=[N:19][C:4]=2[CH:3]=1.[CH2:23]([O:25][C:26]1[CH:31]=[CH:30][C:29](B(O)O)=[CH:28][C:27]=1[O:35][CH3:36])[CH3:24].COCCOC.C(=O)([O-])[O-].[Na+].[Na+], predict the reaction product. The product is: [CH:20]1([N:17]2[C:5]3[C:6]([O:8][C@@H:9]([C@H:11]4[CH2:15][NH:14][C:13](=[O:16])[CH2:12]4)[CH3:10])=[N:7][C:2]([C:29]4[CH:30]=[CH:31][C:26]([O:25][CH2:23][CH3:24])=[C:27]([O:35][CH3:36])[CH:28]=4)=[CH:3][C:4]=3[N:19]=[CH:18]2)[CH2:22][CH2:21]1. (2) The product is: [CH2:20]([O:19][C:17]([N:11]1[CH2:12][CH2:13][N:14]([C:2]2[C:7]([O:8][CH2:9][CH3:10])=[CH:6][N:5]=[CH:4][N:3]=2)[CH2:15][CH2:16]1)=[O:18])[CH3:21]. Given the reactants Cl[C:2]1[C:7]([O:8][CH2:9][CH3:10])=[CH:6][N:5]=[CH:4][N:3]=1.[N:11]1([C:17]([O:19][CH2:20][CH3:21])=[O:18])[CH2:16][CH2:15][NH:14][CH2:13][CH2:12]1.C([O-])([O-])=O.[K+].[K+], predict the reaction product.